This data is from Reaction yield outcomes from USPTO patents with 853,638 reactions. The task is: Predict the reaction yield, written as a fraction of the theoretical maximum amount of product (1.0 means a 100% yield; for example, 0.34 means a 34% yield). (1) The reactants are Cl[C:2]1[CH:3]=[C:4]([F:25])[C:5]2[N:6]([C:8]([CH2:11][O:12][C:13]3[C:22]4[C:17](=[CH:18][C:19]([O:23][CH3:24])=[CH:20][CH:21]=4)[N:16]=[CH:15][CH:14]=3)=[N:9][N:10]=2)[CH:7]=1.CC(C1C=C(C(C)C)C(C2C=CC=CC=2P(C2CCCCC2)C2CCCCC2)=C(C(C)C)C=1)C.[CH3:60][C:61]1[CH:65]=[C:64]([Sn](C)(C)C)[S:63][N:62]=1. The catalyst is C([O-])(=O)C.[Pd+2].C([O-])(=O)C.O1CCOCC1. The product is [F:25][C:4]1[C:5]2[N:6]([C:8]([CH2:11][O:12][C:13]3[C:22]4[C:17](=[CH:18][C:19]([O:23][CH3:24])=[CH:20][CH:21]=4)[N:16]=[CH:15][CH:14]=3)=[N:9][N:10]=2)[CH:7]=[C:2]([C:64]2[S:63][N:62]=[C:61]([CH3:60])[CH:65]=2)[CH:3]=1. The yield is 0.510. (2) The reactants are C([N:8]([CH2:24][C@H:25]([OH:46])[CH2:26][O:27][C:28]1[CH:33]=[CH:32][C:31]([O:34]CC2C=CC=CC=2)=[C:30]([S:42]([CH3:45])(=[O:44])=[O:43])[CH:29]=1)[C@H:9]1[CH2:14][CH2:13][C@H:12]([C:15]2[CH:23]=[CH:22][C:18]([C:19](O)=[O:20])=[CH:17][CH:16]=2)[CH2:11][CH2:10]1)C1C=CC=CC=1.[C:47]1([C:53]([CH:55]2[CH2:60][CH2:59][NH:58][CH2:57][CH2:56]2)=[O:54])[CH:52]=[CH:51][CH:50]=[CH:49][CH:48]=1. No catalyst specified. The product is [OH:46][C@@H:25]([CH2:24][NH:8][C@H:9]1[CH2:10][CH2:11][C@H:12]([C:15]2[CH:23]=[CH:22][C:18]([C:19]([N:58]3[CH2:59][CH2:60][CH:55]([CH:53]([OH:54])[C:47]4[CH:48]=[CH:49][CH:50]=[CH:51][CH:52]=4)[CH2:56][CH2:57]3)=[O:20])=[CH:17][CH:16]=2)[CH2:13][CH2:14]1)[CH2:26][O:27][C:28]1[CH:33]=[CH:32][C:31]([OH:34])=[C:30]([S:42]([CH3:45])(=[O:44])=[O:43])[CH:29]=1. The yield is 0.0750.